This data is from Catalyst prediction with 721,799 reactions and 888 catalyst types from USPTO. The task is: Predict which catalyst facilitates the given reaction. (1) Reactant: [CH3:1][C:2]1[N:7]=[C:6]([S:8][CH2:9][C:10]2[CH:11]=[C:12]3[C:17](=[CH:18][CH:19]=2)[N:16]=[CH:15][CH:14]=[N:13]3)[N:5]=[C:4]([OH:20])[CH:3]=1.[ClH:21].O1CCOCC1. Product: [ClH:21].[ClH:21].[CH3:1][C:2]1[N:7]=[C:6]([S:8][CH2:9][C:10]2[CH:11]=[C:12]3[C:17](=[CH:18][CH:19]=2)[N:16]=[CH:15][CH:14]=[N:13]3)[N:5]=[C:4]([OH:20])[CH:3]=1. The catalyst class is: 5. (2) Reactant: [S:1]1[C:5]2[CH:6]=[CH:7][CH:8]=[CH:9][C:4]=2[N:3]=[C:2]1[C:10]1[C:11]([NH2:25])=[N:12][CH:13]=[C:14](B2OC(C)(C)C(C)(C)O2)[CH:15]=1.C[O:27][C:28]([C@@H:30]1[CH2:34][C@H:33]([N:35]2[CH:39]=[C:38](I)[CH:37]=[N:36]2)[CH2:32][N:31]1C(OCC1C=CC=CC=1)=O)=[O:29].[F-].[K+].O1CCOCC1. Product: [NH2:25][C:11]1[N:12]=[CH:13][C:14]([C:38]2[CH:37]=[N:36][N:35]([C@@H:33]3[CH2:32][NH:31][C@H:30]([C:28]([OH:29])=[O:27])[CH2:34]3)[CH:39]=2)=[CH:15][C:10]=1[C:2]1[S:1][C:5]2[CH:6]=[CH:7][CH:8]=[CH:9][C:4]=2[N:3]=1. The catalyst class is: 103.